This data is from Reaction yield outcomes from USPTO patents with 853,638 reactions. The task is: Predict the reaction yield, written as a fraction of the theoretical maximum amount of product (1.0 means a 100% yield; for example, 0.34 means a 34% yield). (1) The product is [Br:1][C:2]1[CH:3]=[C:4]([CH:6]=[C:7]([F:9])[CH:8]=1)[N:5]=[C:16]1[CH2:17][O:14][CH2:15]1. The yield is 0.770. The catalyst is CCO. The reactants are [Br:1][C:2]1[CH:3]=[C:4]([CH:6]=[C:7]([F:9])[CH:8]=1)[NH2:5].CC(O)=O.[O:14]1[CH2:17][C:16](=O)[CH2:15]1.O. (2) The reactants are Cl[C:2]1[N:7]=[C:6]([CH3:8])[N:5]=[C:4]([NH:9][CH2:10][C:11]2[CH:16]=[CH:15][CH:14]=[CH:13][N:12]=2)[C:3]=1[F:17].O.[NH2:19][NH2:20]. The catalyst is CS(C)=O. The product is [F:17][C:3]1[C:2](=[N:19][NH2:20])[N:7]=[C:6]([CH3:8])[NH:5][C:4]=1[NH:9][CH2:10][C:11]1[CH:16]=[CH:15][CH:14]=[CH:13][N:12]=1. The yield is 0.390. (3) The reactants are [OH:1][C:2]1[CH:7]=[C:6]([O:8][C:9]2[CH:14]=[CH:13][C:12]([S:15]([CH3:18])(=[O:17])=[O:16])=[CH:11][N:10]=2)[CH:5]=[CH:4][C:3]=1[NH:19][N:20]=[C:21]([CH3:27])[C:22]([O:24][CH2:25][CH3:26])=[O:23].[CH3:28][S:29](Cl)(=[O:31])=[O:30]. The catalyst is N1C=CC=CC=1. The product is [CH3:28][S:29]([O:1][C:2]1[CH:7]=[C:6]([O:8][C:9]2[CH:14]=[CH:13][C:12]([S:15]([CH3:18])(=[O:16])=[O:17])=[CH:11][N:10]=2)[CH:5]=[CH:4][C:3]=1[NH:19][N:20]=[C:21]([CH3:27])[C:22]([O:24][CH2:25][CH3:26])=[O:23])(=[O:31])=[O:30]. The yield is 0.830. (4) The reactants are [N:1]1[C:10]2[C:5](=[N:6][CH:7]=[CH:8][N:9]=2)[C:4]([NH:11][CH2:12][CH2:13][C:14]2[CH:19]=[CH:18][C:17]([OH:20])=[CH:16][CH:15]=2)=[N:3][CH:2]=1.Cl[C:22]1[CH:27]=[N:26][CH:25]=[CH:24][N:23]=1.[H-].[Na+]. The catalyst is CN(C=O)C. The product is [N:1]1[C:10]2[C:5](=[N:6][CH:7]=[CH:8][N:9]=2)[C:4]([NH:11][CH2:12][CH2:13][C:14]2[CH:19]=[CH:18][C:17]([O:20][C:22]3[CH:27]=[N:26][CH:25]=[CH:24][N:23]=3)=[CH:16][CH:15]=2)=[N:3][CH:2]=1. The yield is 0.840. (5) The reactants are [N+:1]([C:4]1[C:5]([NH2:14])=[CH:6][C:7]2[O:12][CH2:11][CH2:10][O:9][C:8]=2[CH:13]=1)([O-:3])=[O:2].CN(C=O)C.[H-].[Na+].Br[CH2:23][CH2:24][CH2:25][C:26]1[CH:31]=[CH:30][CH:29]=[CH:28][CH:27]=1. No catalyst specified. The product is [N+:1]([C:4]1[C:5]([NH:14][CH2:23][CH2:24][CH2:25][C:26]2[CH:31]=[CH:30][CH:29]=[CH:28][CH:27]=2)=[CH:6][C:7]2[O:12][CH2:11][CH2:10][O:9][C:8]=2[CH:13]=1)([O-:3])=[O:2]. The yield is 0.870. (6) The reactants are Br[C:2]([CH3:16])([CH3:15])[C:3]([NH:5][C:6]1[O:10][N:9]=[C:8]([C:11]([CH3:14])([CH3:13])[CH3:12])[CH:7]=1)=[O:4].[F:17][C:18]([F:27])([F:26])[C:19]1[CH:20]=[CH:21][C:22]([OH:25])=[N:23][CH:24]=1. The catalyst is C(#N)C.O.[Ag-]=O. The product is [C:11]([C:8]1[CH:7]=[C:6]([NH:5][C:3](=[O:4])[C:2]([CH3:16])([O:25][C:22]2[CH:21]=[CH:20][C:19]([C:18]([F:26])([F:17])[F:27])=[CH:24][N:23]=2)[CH3:15])[O:10][N:9]=1)([CH3:14])([CH3:13])[CH3:12]. The yield is 0.0500. (7) The reactants are [H-].[Na+].[F:3][C:4]1[CH:9]=[CH:8][CH:7]=[CH:6][C:5]=1[OH:10].[Cl:11][C:12]1[CH:17]=[C:16](Cl)[N:15]=[CH:14][N:13]=1.O. The catalyst is C1COCC1.C(OCC)(=O)C. The product is [Cl:11][C:12]1[CH:17]=[C:16]([O:10][C:5]2[CH:6]=[CH:7][CH:8]=[CH:9][C:4]=2[F:3])[N:15]=[CH:14][N:13]=1. The yield is 0.650.